From a dataset of Experimentally validated miRNA-target interactions with 360,000+ pairs, plus equal number of negative samples. Binary Classification. Given a miRNA mature sequence and a target amino acid sequence, predict their likelihood of interaction. Result: 0 (no interaction). The miRNA is mmu-miR-135b-5p with sequence UAUGGCUUUUCAUUCCUAUGUGA. The protein sequence of the target gene is MSDAAEAPREATGENGETEMKEEEEPNPNYKEVEDPQQESKDDTIAWRESQEEERKTGEEEGEEEGKEDKKIVMEETEEKAGEVQEKEASGIQEETTVEPQEVTASMIRLETQITDSQSITSGIFPKTQRGSKSKLSLQLEDAETDELLRDLSTQIEFLDLDQISPEEQQISSPERQPSGELEEKTDRMPQDELGQERRDLEPENREEGQERRVSDIQSKAGISRESLVSSTTEDILFQKDKSTPVYPLTMTWSFGWNSSLPVYYIREERQRVLLYVCAHTAIIYNVFRNNQYHLQGHAN....